Dataset: Forward reaction prediction with 1.9M reactions from USPTO patents (1976-2016). Task: Predict the product of the given reaction. (1) Given the reactants [CH3:1][CH:2]([S:4][CH:5]1[CH2:10][CH2:9][N:8]([C:11]([O:13][C:14]([CH3:17])([CH3:16])[CH3:15])=[O:12])[CH2:7][CH2:6]1)[CH3:3].ClC1C=CC=C(C(OO)=[O:26])C=1, predict the reaction product. The product is: [CH3:3][CH:2]([S:4]([CH:5]1[CH2:6][CH2:7][N:8]([C:11]([O:13][C:14]([CH3:15])([CH3:17])[CH3:16])=[O:12])[CH2:9][CH2:10]1)=[O:26])[CH3:1]. (2) Given the reactants [CH2:1]([O:8][C:9]1[C:10]([C:30]([F:33])([F:32])[F:31])=[C:11]2[C:16](=[CH:17][CH:18]=1)[CH:15]=[C:14]([C:19]1([N+:27]([O-])=O)[CH2:24][O:23][C:22]([CH3:26])([CH3:25])[O:21][CH2:20]1)[CH:13]=[CH:12]2)[C:2]1[CH:7]=[CH:6][CH:5]=[CH:4][CH:3]=1.C(O)(=O)C, predict the reaction product. The product is: [CH2:1]([O:8][C:9]1[C:10]([C:30]([F:31])([F:33])[F:32])=[C:11]2[C:16](=[CH:17][CH:18]=1)[CH:15]=[C:14]([C:19]1([NH2:27])[CH2:20][O:21][C:22]([CH3:26])([CH3:25])[O:23][CH2:24]1)[CH:13]=[CH:12]2)[C:2]1[CH:3]=[CH:4][CH:5]=[CH:6][CH:7]=1. (3) Given the reactants Br[C:2]1[CH:3]=[C:4]([NH:8][C:9](=[O:19])[O:10][CH:11]2[CH:16]3[CH2:17][CH2:18][N:13]([CH2:14][CH2:15]3)[CH2:12]2)[CH:5]=[CH:6][CH:7]=1.[CH3:20][O:21][C:22]1[CH:23]=[C:24](B(O)O)[CH:25]=[CH:26][CH:27]=1, predict the reaction product. The product is: [CH3:20][O:21][C:22]1[CH:27]=[C:26]([C:2]2[CH:7]=[CH:6][CH:5]=[C:4]([NH:8][C:9](=[O:19])[O:10][CH:11]3[CH:16]4[CH2:17][CH2:18][N:13]([CH2:14][CH2:15]4)[CH2:12]3)[CH:3]=2)[CH:25]=[CH:24][CH:23]=1. (4) Given the reactants [CH2:1]([C@@H:8]([CH2:12][CH2:13][C@H:14]([CH2:34][C:35]1[CH:40]=[CH:39][CH:38]=[CH:37][CH:36]=1)[C:15]([NH:17][C@H:18]1[CH2:24][CH2:23][S:22][C@H:21]2[CH2:25][CH2:26][CH2:27][C@@H:28]([C:29]([O:31][CH3:32])=[O:30])[N:20]2[C:19]1=[O:33])=[O:16])[C:9](O)=[O:10])[C:2]1[CH:7]=[CH:6][CH:5]=[CH:4][CH:3]=1.[NH2:41][C@@H:42]1[CH2:48][CH2:47][S:46][C@@H:45]2[CH2:49][CH2:50][CH2:51][C@@H:52]([C:53]([O:55][CH3:56])=[O:54])[N:44]2[C:43]1=[O:57], predict the reaction product. The product is: [CH2:1]([C@@H:8]([CH2:12][CH2:13][C@H:14]([CH2:34][C:35]1[CH:36]=[CH:37][CH:38]=[CH:39][CH:40]=1)[C:15]([NH:17][C@@H:18]1[CH2:24][CH2:23][S:22][C@@H:21]2[CH2:25][CH2:26][CH2:27][C@@H:28]([C:29]([O:31][CH3:32])=[O:30])[N:20]2[C:19]1=[O:33])=[O:16])[C:9]([NH:41][C@H:42]1[CH2:48][CH2:47][S:46][C@H:45]2[CH2:49][CH2:50][CH2:51][C@@H:52]([C:53]([O:55][CH3:56])=[O:54])[N:44]2[C:43]1=[O:57])=[O:10])[C:2]1[CH:3]=[CH:4][CH:5]=[CH:6][CH:7]=1. (5) Given the reactants [BH4-].[Na+].[NH:3]1[CH:7]=[CH:6][CH:5]=[CH:4]1.[C:8]1([S:14](Cl)(=[O:16])=[O:15])[CH:13]=[CH:12][CH:11]=[CH:10][CH:9]=1.[OH-].[Na+], predict the reaction product. The product is: [C:8]1([S:14]([N:3]2[CH:7]=[CH:6][CH:5]=[CH:4]2)(=[O:16])=[O:15])[CH:13]=[CH:12][CH:11]=[CH:10][CH:9]=1.